This data is from Forward reaction prediction with 1.9M reactions from USPTO patents (1976-2016). The task is: Predict the product of the given reaction. (1) Given the reactants [C:1]([OH:9])(=[O:8])[CH:2]([CH2:4][C:5]([OH:7])=[O:6])[OH:3].[C:10]([OH:15])(=[O:14])[CH:11]([CH3:13])[OH:12], predict the reaction product. The product is: [C:1]([OH:9])(=[O:8])[CH:2]([CH2:4][C:5]([OH:7])=[O:6])[OH:3].[C:10]([OH:15])(=[O:14])[CH:11]([CH3:13])[OH:12]. (2) Given the reactants [OH:1][C:2]1[N:7]=[C:6]2[N:8]([CH:11]3[CH2:16][CH2:15][CH2:14][CH2:13][C:12]3=[O:17])[CH:9]=[N:10][C:5]2=[CH:4][CH:3]=1.[BH4-].[Na+], predict the reaction product. The product is: [OH:17][CH:12]1[CH2:13][CH2:14][CH2:15][CH2:16][CH:11]1[N:8]1[C:6]2=[N:7][C:2]([OH:1])=[CH:3][CH:4]=[C:5]2[N:10]=[CH:9]1.